From a dataset of TCR-epitope binding with 47,182 pairs between 192 epitopes and 23,139 TCRs. Binary Classification. Given a T-cell receptor sequence (or CDR3 region) and an epitope sequence, predict whether binding occurs between them. The epitope is EIYKRWII. The TCR CDR3 sequence is CASSPRGPAYGYTF. Result: 0 (the TCR does not bind to the epitope).